From a dataset of Full USPTO retrosynthesis dataset with 1.9M reactions from patents (1976-2016). Predict the reactants needed to synthesize the given product. (1) Given the product [CH3:36][C:31]1[C:30]([CH2:29][O:1][C:2]2[CH:7]=[CH:6][C:5]([S:8]([N:11]([CH2:22][CH:23]([CH3:25])[CH3:24])[C:12]3[N:17]=[C:16]([C:18]([F:21])([F:20])[F:19])[CH:15]=[CH:14][N:13]=3)(=[O:9])=[O:10])=[CH:4][CH:3]=2)=[C:34]([CH3:35])[O:33][N:32]=1, predict the reactants needed to synthesize it. The reactants are: [OH:1][C:2]1[CH:7]=[CH:6][C:5]([S:8]([N:11]([CH2:22][CH:23]([CH3:25])[CH3:24])[C:12]2[N:17]=[C:16]([C:18]([F:21])([F:20])[F:19])[CH:15]=[CH:14][N:13]=2)(=[O:10])=[O:9])=[CH:4][CH:3]=1.[F-].[K+].Cl[CH2:29][C:30]1[C:31]([CH3:36])=[N:32][O:33][C:34]=1[CH3:35]. (2) Given the product [Cl:1][C:2]1[CH:8]=[C:7]([O:9][C:10]2[C:19]3[C:14](=[CH:15][C:16]([O:22][CH3:23])=[C:17]([O:20][CH3:21])[CH:18]=3)[N:13]=[CH:12][CH:11]=2)[CH:6]=[CH:5][C:3]=1[NH:4][C:37]([NH:45][C:46]1[S:47][C:48]([CH2:51][CH3:52])=[N:49][N:50]=1)=[O:43], predict the reactants needed to synthesize it. The reactants are: [Cl:1][C:2]1[CH:8]=[C:7]([O:9][C:10]2[C:19]3[C:14](=[CH:15][C:16]([O:22][CH3:23])=[C:17]([O:20][CH3:21])[CH:18]=3)[N:13]=[CH:12][CH:11]=2)[CH:6]=[CH:5][C:3]=1[NH2:4].C(N(C(C)C)CC)(C)C.ClC(Cl)(O[C:37](=[O:43])OC(Cl)(Cl)Cl)Cl.[NH2:45][C:46]1[S:47][C:48]([CH2:51][CH3:52])=[N:49][N:50]=1. (3) Given the product [CH3:1][O:2][C:3](=[O:6])[CH2:4][NH:5][C:17](=[O:18])[C:16]1[CH:20]=[CH:21][CH:22]=[CH:23][C:15]=1[Cl:14], predict the reactants needed to synthesize it. The reactants are: [CH3:1][O:2][C:3](=[O:6])[CH2:4][NH2:5].C(N(CC)CC)C.[Cl:14][C:15]1[CH:23]=[CH:22][CH:21]=[CH:20][C:16]=1[C:17](Cl)=[O:18].O.